This data is from NCI-60 drug combinations with 297,098 pairs across 59 cell lines. The task is: Regression. Given two drug SMILES strings and cell line genomic features, predict the synergy score measuring deviation from expected non-interaction effect. (1) Drug 1: CS(=O)(=O)OCCCCOS(=O)(=O)C. Drug 2: C1=NNC2=C1C(=O)NC=N2. Cell line: RXF 393. Synergy scores: CSS=3.09, Synergy_ZIP=-1.89, Synergy_Bliss=-2.13, Synergy_Loewe=-1.78, Synergy_HSA=-1.48. (2) Drug 1: CC12CCC(CC1=CCC3C2CCC4(C3CC=C4C5=CN=CC=C5)C)O. Drug 2: CC1=C(C(=O)C2=C(C1=O)N3CC4C(C3(C2COC(=O)N)OC)N4)N. Cell line: HS 578T. Synergy scores: CSS=8.92, Synergy_ZIP=-2.31, Synergy_Bliss=1.20, Synergy_Loewe=-3.43, Synergy_HSA=-1.03. (3) Drug 1: C1CC(C1)(C2=CC=C(C=C2)C3=C(C=C4C(=N3)C=CN5C4=NNC5=O)C6=CC=CC=C6)N. Drug 2: CC1(CCCN1)C2=NC3=C(C=CC=C3N2)C(=O)N. Cell line: OVCAR3. Synergy scores: CSS=52.7, Synergy_ZIP=2.04, Synergy_Bliss=1.68, Synergy_Loewe=-18.7, Synergy_HSA=3.61. (4) Drug 1: CC12CCC3C(C1CCC2=O)CC(=C)C4=CC(=O)C=CC34C. Drug 2: CCC1(CC2CC(C3=C(CCN(C2)C1)C4=CC=CC=C4N3)(C5=C(C=C6C(=C5)C78CCN9C7C(C=CC9)(C(C(C8N6C=O)(C(=O)OC)O)OC(=O)C)CC)OC)C(=O)OC)O.OS(=O)(=O)O. Cell line: NCIH23. Synergy scores: CSS=47.0, Synergy_ZIP=-2.09, Synergy_Bliss=1.91, Synergy_Loewe=-5.89, Synergy_HSA=3.04. (5) Drug 1: C1=CN(C(=O)N=C1N)C2C(C(C(O2)CO)O)O.Cl. Cell line: HCT-15. Synergy scores: CSS=14.2, Synergy_ZIP=-7.07, Synergy_Bliss=-0.859, Synergy_Loewe=-6.42, Synergy_HSA=0.472. Drug 2: C1=CN(C=N1)CC(O)(P(=O)(O)O)P(=O)(O)O. (6) Drug 1: CN(C)N=NC1=C(NC=N1)C(=O)N. Drug 2: CC12CCC3C(C1CCC2O)C(CC4=C3C=CC(=C4)O)CCCCCCCCCS(=O)CCCC(C(F)(F)F)(F)F. Cell line: MALME-3M. Synergy scores: CSS=-4.40, Synergy_ZIP=0.253, Synergy_Bliss=-4.11, Synergy_Loewe=-10.6, Synergy_HSA=-7.06. (7) Drug 1: C1=NC2=C(N1)C(=S)N=CN2. Drug 2: C(CC(=O)O)C(=O)CN.Cl. Cell line: SR. Synergy scores: CSS=63.5, Synergy_ZIP=1.72, Synergy_Bliss=0.209, Synergy_Loewe=-29.7, Synergy_HSA=0.860. (8) Drug 1: COC1=C(C=C2C(=C1)N=CN=C2NC3=CC(=C(C=C3)F)Cl)OCCCN4CCOCC4. Drug 2: CC(C1=C(C=CC(=C1Cl)F)Cl)OC2=C(N=CC(=C2)C3=CN(N=C3)C4CCNCC4)N. Cell line: T-47D. Synergy scores: CSS=15.9, Synergy_ZIP=-4.49, Synergy_Bliss=3.14, Synergy_Loewe=0.774, Synergy_HSA=1.64.